This data is from Reaction yield outcomes from USPTO patents with 853,638 reactions. The task is: Predict the reaction yield, written as a fraction of the theoretical maximum amount of product (1.0 means a 100% yield; for example, 0.34 means a 34% yield). The catalyst is C1COCC1. The reactants are [CH:1]([N:14]1[CH2:19][C@@H:18]2[CH2:20][C@H:15]1[CH2:16][N:17]2[C:21]1[N:26]=[CH:25][C:24]([C:27](OCC)=[O:28])=[CH:23][N:22]=1)([C:8]1[CH:13]=[CH:12][CH:11]=[CH:10][CH:9]=1)[C:2]1[CH:7]=[CH:6][CH:5]=[CH:4][CH:3]=1.[OH-:32].[K+].[NH2:34]O.CO. The yield is 0.790. The product is [CH:1]([N:14]1[CH2:19][C@@H:18]2[CH2:20][C@H:15]1[CH2:16][N:17]2[C:21]1[N:26]=[CH:25][C:24]([C:27]([NH:34][OH:32])=[O:28])=[CH:23][N:22]=1)([C:2]1[CH:7]=[CH:6][CH:5]=[CH:4][CH:3]=1)[C:8]1[CH:9]=[CH:10][CH:11]=[CH:12][CH:13]=1.